Task: Predict the reactants needed to synthesize the given product.. Dataset: Full USPTO retrosynthesis dataset with 1.9M reactions from patents (1976-2016) The reactants are: [CH2:1]([O:4][Si:5]([O:14][CH2:15][CH2:16][CH3:17])([O:10][CH2:11][CH2:12][CH3:13])[O:6][CH2:7][CH2:8][CH3:9])[CH2:2][CH3:3].C(O)CC[CH2:21][CH2:22][CH2:23][CH2:24][CH2:25]/[CH:26]=[CH:27]\[CH2:28][CH2:29][CH2:30][CH2:31][CH2:32][CH2:33][CH2:34][CH3:35]. Given the product [CH2:11]([O:10][Si:5]([O:14][CH2:15][CH2:16][CH2:17][CH2:21][CH2:22][CH2:23][CH2:24][CH2:25]/[CH:26]=[CH:27]\[CH2:28][CH2:29][CH2:30][CH2:31][CH2:32][CH2:33][CH2:34][CH3:35])([O:4][CH2:1][CH2:2][CH2:3][CH2:21][CH2:22][CH2:23][CH2:24][CH2:25]/[CH:26]=[CH:27]\[CH2:28][CH2:29][CH2:30][CH2:31][CH2:32][CH2:33][CH2:34][CH3:35])[O:6][CH2:7][CH2:8][CH2:9][CH2:21][CH2:22][CH2:23][CH2:24][CH2:25]/[CH:26]=[CH:27]\[CH2:28][CH2:29][CH2:30][CH2:31][CH2:32][CH2:33][CH2:34][CH3:35])[CH2:12][CH2:13][CH2:21][CH2:22][CH2:23][CH2:24][CH2:25]/[CH:26]=[CH:27]\[CH2:28][CH2:29][CH2:30][CH2:31][CH2:32][CH2:33][CH2:34][CH3:35], predict the reactants needed to synthesize it.